Dataset: NCI-60 drug combinations with 297,098 pairs across 59 cell lines. Task: Regression. Given two drug SMILES strings and cell line genomic features, predict the synergy score measuring deviation from expected non-interaction effect. (1) Synergy scores: CSS=-0.680, Synergy_ZIP=-1.64, Synergy_Bliss=-5.45, Synergy_Loewe=-3.52, Synergy_HSA=-4.76. Drug 2: CC(C)(C#N)C1=CC(=CC(=C1)CN2C=NC=N2)C(C)(C)C#N. Drug 1: C1=C(C(=O)NC(=O)N1)N(CCCl)CCCl. Cell line: OVCAR-4. (2) Drug 1: CS(=O)(=O)C1=CC(=C(C=C1)C(=O)NC2=CC(=C(C=C2)Cl)C3=CC=CC=N3)Cl. Drug 2: CC1=C2C(C(=O)C3(C(CC4C(C3C(C(C2(C)C)(CC1OC(=O)C(C(C5=CC=CC=C5)NC(=O)C6=CC=CC=C6)O)O)OC(=O)C7=CC=CC=C7)(CO4)OC(=O)C)O)C)OC(=O)C. Cell line: TK-10. Synergy scores: CSS=34.7, Synergy_ZIP=4.40, Synergy_Bliss=12.0, Synergy_Loewe=1.17, Synergy_HSA=11.3. (3) Drug 1: C1CCC(C1)C(CC#N)N2C=C(C=N2)C3=C4C=CNC4=NC=N3. Drug 2: CC1C(C(CC(O1)OC2CC(CC3=C2C(=C4C(=C3O)C(=O)C5=C(C4=O)C(=CC=C5)OC)O)(C(=O)C)O)N)O.Cl. Cell line: SK-OV-3. Synergy scores: CSS=25.5, Synergy_ZIP=8.91, Synergy_Bliss=11.9, Synergy_Loewe=2.43, Synergy_HSA=12.5. (4) Drug 1: CC1=C2C(C(=O)C3(C(CC4C(C3C(C(C2(C)C)(CC1OC(=O)C(C(C5=CC=CC=C5)NC(=O)OC(C)(C)C)O)O)OC(=O)C6=CC=CC=C6)(CO4)OC(=O)C)OC)C)OC. Drug 2: C1=CC=C(C=C1)NC(=O)CCCCCCC(=O)NO. Cell line: RXF 393. Synergy scores: CSS=64.3, Synergy_ZIP=20.2, Synergy_Bliss=19.9, Synergy_Loewe=7.71, Synergy_HSA=22.2. (5) Drug 1: CC1=C(C=C(C=C1)NC2=NC=CC(=N2)N(C)C3=CC4=NN(C(=C4C=C3)C)C)S(=O)(=O)N.Cl. Drug 2: CC12CCC3C(C1CCC2O)C(CC4=C3C=CC(=C4)O)CCCCCCCCCS(=O)CCCC(C(F)(F)F)(F)F. Cell line: HS 578T. Synergy scores: CSS=20.2, Synergy_ZIP=12.4, Synergy_Bliss=14.3, Synergy_Loewe=14.0, Synergy_HSA=12.1.